This data is from Reaction yield outcomes from USPTO patents with 853,638 reactions. The task is: Predict the reaction yield, written as a fraction of the theoretical maximum amount of product (1.0 means a 100% yield; for example, 0.34 means a 34% yield). (1) The reactants are [CH3:1][C:2]1[C:6]([C:7]([NH2:9])=[O:8])=[C:5]([NH:10][C:11](=O)[CH2:12][CH:13]([CH3:15])[CH3:14])[S:4][N:3]=1. The catalyst is N. The product is [CH2:12]([C:11]1[NH:9][C:7](=[O:8])[C:6]2[C:2]([CH3:1])=[N:3][S:4][C:5]=2[N:10]=1)[CH:13]([CH3:15])[CH3:14]. The yield is 0.380. (2) The reactants are [Cl:1][C:2]1[CH:3]=[C:4]([NH:10][C:11]2[N:16]=[C:15](Cl)[N:14]=[C:13]([Cl:18])[N:12]=2)[CH:5]=[CH:6][C:7]=1[O:8][CH3:9].[CH:19]1([NH2:26])[CH2:25][CH2:24][CH2:23][CH2:22][CH2:21][CH2:20]1.O.[OH-].[Na+]. The catalyst is CC(C)=O.C(OCC)(=O)C. The product is [Cl:18][C:13]1[N:12]=[C:11]([NH:10][C:4]2[CH:5]=[CH:6][C:7]([O:8][CH3:9])=[C:2]([Cl:1])[CH:3]=2)[N:16]=[C:15]([NH:26][CH:19]2[CH2:25][CH2:24][CH2:23][CH2:22][CH2:21][CH2:20]2)[N:14]=1. The yield is 0.705. (3) The reactants are [CH:1]1([NH:6][C:7]2[CH:8]=[CH:9][CH:10]=[C:11]3[C:15]=2[NH:14][C:13]([C:16]2[S:17][CH2:18][CH:19]([CH2:21][C:22]([OH:24])=O)[N:20]=2)=[CH:12]3)[CH2:5][CH2:4][CH2:3][CH2:2]1.O[NH:26][C:27]([CH:29]1[CH2:33][CH2:32][CH2:31][CH2:30]1)=[NH:28].O. The catalyst is CN(C)C=O. The product is [CH:1]1([NH:6][C:7]2[CH:8]=[CH:9][CH:10]=[C:11]3[C:15]=2[NH:14][C:13]([C:16]2[S:17][CH2:18][C@@H:19]([CH2:21][C:22]4[O:24][N:28]=[C:27]([CH:29]5[CH2:33][CH2:32][CH2:31][CH2:30]5)[N:26]=4)[N:20]=2)=[CH:12]3)[CH2:5][CH2:4][CH2:3][CH2:2]1. The yield is 0.560.